Dataset: Forward reaction prediction with 1.9M reactions from USPTO patents (1976-2016). Task: Predict the product of the given reaction. The product is: [CH3:16][N:17]([CH3:21])[CH2:18][CH2:19][NH:20][CH2:7][CH2:6][C:5]1[CH:9]=[CH:10][CH:11]=[C:3]([C:2]([F:13])([F:12])[F:1])[CH:4]=1. Given the reactants [F:1][C:2]([F:13])([F:12])[C:3]1[CH:4]=[C:5]([CH:9]=[CH:10][CH:11]=1)[CH2:6][CH2:7]Br.[Na+].[I-].[CH3:16][N:17]([CH3:21])[CH2:18][CH2:19][NH2:20], predict the reaction product.